Dataset: TCR-epitope binding with 47,182 pairs between 192 epitopes and 23,139 TCRs. Task: Binary Classification. Given a T-cell receptor sequence (or CDR3 region) and an epitope sequence, predict whether binding occurs between them. (1) Result: 1 (the TCR binds to the epitope). The TCR CDR3 sequence is CASSLGGTYEQYF. The epitope is FLPRVFSAV. (2) The epitope is SLFNTVATLY. The TCR CDR3 sequence is CASSFGGNEQFF. Result: 0 (the TCR does not bind to the epitope). (3) The epitope is NLWNTFTRL. The TCR CDR3 sequence is CASSLGGGLQETQYF. Result: 0 (the TCR does not bind to the epitope).